Dataset: Forward reaction prediction with 1.9M reactions from USPTO patents (1976-2016). Task: Predict the product of the given reaction. Given the reactants [Cl:1][C:2]1[CH:7]=[C:6]([C:8]2[NH:9][C:10]3[C:15]([CH:16]=2)=[C:14]([F:17])[CH:13]=[CH:12][CH:11]=3)[C:5]([C:18]([CH3:20])=[CH2:19])=[CH:4][N:3]=1.[OH:21]O, predict the reaction product. The product is: [Cl:1][C:2]1[N:3]=[CH:4][C:5]([CH:18]([CH3:20])[CH2:19][OH:21])=[C:6]([C:8]2[NH:9][C:10]3[C:15]([CH:16]=2)=[C:14]([F:17])[CH:13]=[CH:12][CH:11]=3)[CH:7]=1.